Dataset: Forward reaction prediction with 1.9M reactions from USPTO patents (1976-2016). Task: Predict the product of the given reaction. (1) Given the reactants C(N(CC)CC)C.[C:8](O)([C:10](F)(F)F)=[O:9].[NH2:15][C@H:16]1[C:27](=[O:28])[O:26][CH2:25][C@@H:24]([C:29]2[CH:34]=[CH:33][CH:32]=[CH:31][CH:30]=2)[NH:23][C:22](=[O:35])[CH2:21][CH2:20][CH:19]=[CH:18][CH2:17]1.C(OC(=O)C)(=O)C, predict the reaction product. The product is: [O:35]=[C:22]1[CH2:21][CH2:20][CH:19]=[CH:18][CH2:17][C@@H:16]([NH:15][C:8](=[O:9])[CH3:10])[C:27](=[O:28])[O:26][CH2:25][C@@H:24]([C:29]2[CH:34]=[CH:33][CH:32]=[CH:31][CH:30]=2)[NH:23]1. (2) Given the reactants [NH2:1][C:2]1[O:3][CH2:4][C@@:5]2([C:19]3[C:14](=[N:15][CH:16]=[C:17]([Br:20])[CH:18]=3)[O:13][C:12]3[C:7]2=[CH:8][C:9]([OH:21])=[CH:10][CH:11]=3)[N:6]=1.CN(C=O)C.C(=O)([O-])[O-].[Cs+].[Cs+].[CH2:33](I)[C:34]([CH3:37])([CH3:36])[CH3:35], predict the reaction product. The product is: [Br:20][C:17]1[CH:18]=[C:19]2[C@@:5]3([CH2:4][O:3][C:2]([NH2:1])=[N:6]3)[C:7]3[C:12](=[CH:11][CH:10]=[C:9]([O:21][CH2:33][C:34]([CH3:37])([CH3:36])[CH3:35])[CH:8]=3)[O:13][C:14]2=[N:15][CH:16]=1. (3) Given the reactants [CH2:1]([O:8][C:9]1[N:14]=[N:13][C:12]([C:15]#[C:16][C:17]2[CH:22]=[CH:21][C:20]([CH2:23][OH:24])=[CH:19][CH:18]=2)=[CH:11][CH:10]=1)[C:2]1[CH:7]=[CH:6][CH:5]=[CH:4][CH:3]=1.[CH3:25][S:26](Cl)(=[O:28])=[O:27], predict the reaction product. The product is: [CH2:1]([O:8][C:9]1[N:14]=[N:13][C:12]([C:15]#[C:16][C:17]2[CH:22]=[CH:21][C:20]([CH2:23][O:24][S:26]([CH3:25])(=[O:28])=[O:27])=[CH:19][CH:18]=2)=[CH:11][CH:10]=1)[C:2]1[CH:3]=[CH:4][CH:5]=[CH:6][CH:7]=1. (4) Given the reactants [CH3:1][N:2]([CH3:36])[C:3]([C:5]1[C:6]([NH:29][CH:30]2[CH2:35][CH2:34][O:33][CH2:32][CH2:31]2)=[C:7]2[C:24]([CH3:25])=[N:23][N:22]([CH:26]([CH3:28])[CH3:27])[C:8]2=[N:9][C:10]=1[C:11]1[CH:16]=[CH:15][CH:14]=[C:13]([O:17][CH2:18][CH:19]2[CH2:21][O:20]2)[CH:12]=1)=[O:4].[CH3:37][NH2:38], predict the reaction product. The product is: [CH3:36][N:2]([CH3:1])[C:3]([C:5]1[C:6]([NH:29][CH:30]2[CH2:31][CH2:32][O:33][CH2:34][CH2:35]2)=[C:7]2[C:24]([CH3:25])=[N:23][N:22]([CH:26]([CH3:27])[CH3:28])[C:8]2=[N:9][C:10]=1[C:11]1[CH:16]=[CH:15][CH:14]=[C:13]([O:17][CH2:18][CH:19]([OH:20])[CH2:21][NH:38][CH3:37])[CH:12]=1)=[O:4]. (5) Given the reactants Br[C:2]1[CH:7]=[CH:6][N:5]=[C:4]([NH:8][C:9]([CH:11]2[CH2:13][CH2:12]2)=[O:10])[CH:3]=1.C(=O)([O-])[O-].[K+].[K+].[Cl:20][C:21]1[CH:22]=[C:23]([C:28]2([C:46]([F:49])([F:48])[F:47])[CH2:32][C:31]3[CH:33]=[C:34](B4OC(C)(C)C(C)(C)O4)[CH:35]=[CH:36][C:30]=3[O:29]2)[CH:24]=[C:25]([Cl:27])[CH:26]=1, predict the reaction product. The product is: [Cl:27][C:25]1[CH:24]=[C:23]([C:28]2([C:46]([F:48])([F:49])[F:47])[CH2:32][C:31]3[CH:33]=[C:34]([C:2]4[CH:7]=[CH:6][N:5]=[C:4]([NH:8][C:9]([CH:11]5[CH2:13][CH2:12]5)=[O:10])[CH:3]=4)[CH:35]=[CH:36][C:30]=3[O:29]2)[CH:22]=[C:21]([Cl:20])[CH:26]=1.